Dataset: Forward reaction prediction with 1.9M reactions from USPTO patents (1976-2016). Task: Predict the product of the given reaction. (1) Given the reactants C(OC(=O)[NH:7][CH2:8][C:9]1[CH:14]=[CH:13][C:12]([Cl:15])=[C:11]([NH:16][C:17]2[NH:21][C:20]3[CH:22]=[C:23]([N:27]4[CH2:31][CH2:30][CH2:29][CH:28]4[CH2:32][N:33]([CH3:35])[CH3:34])[C:24]([Cl:26])=[CH:25][C:19]=3[N:18]=2)[CH:10]=1)(C)(C)C.Cl, predict the reaction product. The product is: [Cl:15][C:12]1[CH:13]=[CH:14][C:9]([CH2:8][NH2:7])=[CH:10][C:11]=1[NH:16][C:17]1[NH:21][C:20]2[CH:22]=[C:23]([N:27]3[CH2:31][CH2:30][CH2:29][CH:28]3[CH2:32][N:33]([CH3:35])[CH3:34])[C:24]([Cl:26])=[CH:25][C:19]=2[N:18]=1. (2) Given the reactants [Cl:1][C:2]1[CH:3]=[CH:4][C:5]([N:16]2[CH:20]=[C:19]([CH:21]3[CH2:23][CH2:22]3)[N:18]=[N:17]2)=[C:6]([C:8]2[CH:13]=[C:12]([O:14]C)[N:11]=[CH:10][N:9]=2)[CH:7]=1.[BrH:24], predict the reaction product. The product is: [BrH:24].[Cl:1][C:2]1[CH:3]=[CH:4][C:5]([N:16]2[CH:20]=[C:19]([CH:21]3[CH2:23][CH2:22]3)[N:18]=[N:17]2)=[C:6]([C:8]2[N:9]=[CH:10][N:11]=[C:12]([OH:14])[CH:13]=2)[CH:7]=1. (3) Given the reactants Br[C:2]1[CH:3]=[CH:4][CH:5]=[C:6]2[C:11]=1[N:10]=[C:9]([C:12]([F:21])([F:20])[C:13]1[CH:18]=[CH:17][C:16]([F:19])=[CH:15][N:14]=1)[N:8]=[C:7]2[S:22][CH3:23].[CH:24]1(B(O)O)[CH2:26][CH2:25]1.[O-]P([O-])([O-])=O.[K+].[K+].[K+].C1(C)C=CC=CC=1, predict the reaction product. The product is: [CH:24]1([C:2]2[CH:3]=[CH:4][CH:5]=[C:6]3[C:11]=2[N:10]=[C:9]([C:12]([F:20])([F:21])[C:13]2[CH:18]=[CH:17][C:16]([F:19])=[CH:15][N:14]=2)[N:8]=[C:7]3[S:22][CH3:23])[CH2:26][CH2:25]1. (4) Given the reactants [NH:1]1[C:9]2[C:4](=[CH:5][C:6]([C:10]([O:12][CH3:13])=[O:11])=[CH:7][CH:8]=2)[CH:3]=[N:2]1.[C:14]([O-])([O-])=O.[K+].[K+].IC, predict the reaction product. The product is: [CH3:14][N:1]1[C:9]2[C:4](=[CH:5][C:6]([C:10]([O:12][CH3:13])=[O:11])=[CH:7][CH:8]=2)[CH:3]=[N:2]1.[CH3:14][N:2]1[CH:3]=[C:4]2[C:9]([CH:8]=[CH:7][C:6]([C:10]([O:12][CH3:13])=[O:11])=[CH:5]2)=[N:1]1.